From a dataset of Reaction yield outcomes from USPTO patents with 853,638 reactions. Predict the reaction yield, written as a fraction of the theoretical maximum amount of product (1.0 means a 100% yield; for example, 0.34 means a 34% yield). (1) The reactants are C[O:2][C:3]([CH:5]1[CH2:9][CH:8]([C:10](=[O:21])[NH:11][CH:12]2[CH2:14][CH:13]2[C:15]2[CH:20]=[CH:19][CH:18]=[CH:17][CH:16]=2)[CH2:7][N:6]1[C:22]([O:24][CH2:25][C:26]1[CH:31]=[CH:30][CH:29]=[CH:28][CH:27]=1)=[O:23])=[O:4].[OH-].[Na+]. The catalyst is C1COCC1. The product is [CH2:25]([O:24][C:22]([N:6]1[CH2:7][CH:8]([C:10](=[O:21])[NH:11][CH:12]2[CH2:14][CH:13]2[C:15]2[CH:20]=[CH:19][CH:18]=[CH:17][CH:16]=2)[CH2:9][CH:5]1[C:3]([OH:4])=[O:2])=[O:23])[C:26]1[CH:27]=[CH:28][CH:29]=[CH:30][CH:31]=1. The yield is 0.840. (2) The reactants are [NH:1]([C:8]([O:10][CH2:11][C:12]1[CH:17]=[CH:16][CH:15]=[CH:14][CH:13]=1)=[O:9])[C@H:2]([C:5]([OH:7])=O)[CH2:3][OH:4].[C:18]1([Mg]Br)[CH:23]=[CH:22][CH:21]=[CH:20][CH:19]=1.Cl.CCCCCC. The catalyst is C1COCC1.C(OCC)(=O)C. The product is [OH:4][CH2:3][C@H:2]([NH:1][C:8](=[O:9])[O:10][CH2:11][C:12]1[CH:17]=[CH:16][CH:15]=[CH:14][CH:13]=1)[C:5](=[O:7])[C:18]1[CH:23]=[CH:22][CH:21]=[CH:20][CH:19]=1. The yield is 0.200. (3) The reactants are [H-].[Na+].[Br:3][C:4]1[CH:5]=[CH:6][C:7]([O:13][CH2:14][CH2:15]Br)=[C:8]([C:10](=[O:12])[CH3:11])[CH:9]=1. The catalyst is C1COCC1. The product is [Br:3][C:4]1[CH:5]=[CH:6][C:7]2[O:13][CH2:14][CH2:15][CH2:11][C:10](=[O:12])[C:8]=2[CH:9]=1. The yield is 0.700. (4) The reactants are [Cl:1][C:2]1[CH:10]=[N:9][CH:8]=[C:7]([Cl:11])[C:3]=1[C:4]([OH:6])=O.[NH2:12][C:13]1[CH:20]=[CH:19][C:16]([CH2:17][OH:18])=[CH:15][CH:14]=1.C1COCC1. The catalyst is S(Cl)(Cl)=O. The product is [Cl:11][C:7]1[CH:8]=[N:9][CH:10]=[C:2]([Cl:1])[C:3]=1[C:4]([NH:12][C:13]1[CH:20]=[CH:19][C:16]([CH2:17][OH:18])=[CH:15][CH:14]=1)=[O:6]. The yield is 0.630. (5) The reactants are [OH:1][C:2]1[CH:6]=[C:5]([C:7]([O:9][CH3:10])=[O:8])[O:4][N:3]=1.Cl.Cl[CH2:13][C:14]1[CH:23]=[CH:22][C:21]2[C:16](=[CH:17][CH:18]=[CH:19][CH:20]=2)[N:15]=1.C(=O)([O-])[O-].[K+].[K+].CN(C)C=O. The catalyst is O. The yield is 0.780. The product is [N:15]1[C:16]2[C:21](=[CH:20][CH:19]=[CH:18][CH:17]=2)[CH:22]=[CH:23][C:14]=1[CH2:13][O:1][C:2]1[CH:6]=[C:5]([C:7]([O:9][CH3:10])=[O:8])[O:4][N:3]=1. (6) The reactants are [CH:1]1([C:4]2[CH:9]=[CH:8][N:7]=[CH:6][C:5]=2[N:10]2[CH2:14][CH2:13][NH:12][C:11]2=[O:15])[CH2:3][CH2:2]1.[Cl:16][C:17]1[CH:22]=[C:21](I)[CH:20]=[CH:19][N:18]=1.CN[C@@H]1CCCC[C@H]1NC.P([O-])([O-])([O-])=O.[K+].[K+].[K+]. The catalyst is [Cu](I)I. The product is [Cl:16][C:17]1[CH:22]=[C:21]([N:12]2[CH2:13][CH2:14][N:10]([C:5]3[CH:6]=[N:7][CH:8]=[CH:9][C:4]=3[CH:1]3[CH2:3][CH2:2]3)[C:11]2=[O:15])[CH:20]=[CH:19][N:18]=1. The yield is 0.711. (7) The reactants are [CH2:1]([S:3](Cl)(=[O:5])=[O:4])[CH3:2].C(OC([N:14](C(OC(C)(C)C)=O)[C:15]1[C:16]([C:27]2[N:28](C(OC(C)(C)C)=O)[C:29]3[C:34]([CH:35]=2)=[CH:33][CH:32]=[CH:31][CH:30]=3)=[N:17][C:18]([N:21]2[CH2:26][CH2:25][NH:24][CH2:23][CH2:22]2)=[CH:19][N:20]=1)=O)(C)(C)C.C(N(CC)CC)C.Cl.O1CCOCC1. The catalyst is C(Cl)Cl. The product is [CH2:1]([S:3]([N:24]1[CH2:23][CH2:22][N:21]([C:18]2[N:17]=[C:16]([C:27]3[NH:28][C:29]4[C:34]([CH:35]=3)=[CH:33][CH:32]=[CH:31][CH:30]=4)[C:15]([NH2:14])=[N:20][CH:19]=2)[CH2:26][CH2:25]1)(=[O:5])=[O:4])[CH3:2]. The yield is 0.0800. (8) The reactants are [CH:1]([O:4][P:5]([CH2:11]Br)(=[O:10])[O:6][CH:7]([CH3:9])[CH3:8])([CH3:3])[CH3:2].[OH:13][CH2:14][C:15]([CH2:38][CH3:39])=[CH:16][CH2:17][C:18]1[C:26]([O:27][CH2:28][CH2:29][Si:30]([CH3:33])([CH3:32])[CH3:31])=[C:25]2[C:21]([CH2:22][O:23][C:24]2=[O:34])=[C:20]([CH3:35])[C:19]=1[O:36][CH3:37].CC(C)([O-])C.[Li+].[Cl-].[Li+]. The catalyst is CN(C=O)C. The product is [CH:1]([O:4][P:5]([CH2:11][O:13][CH2:14][C:15]([CH2:38][CH3:39])=[CH:16][CH2:17][C:18]1[C:26]([O:27][CH2:28][CH2:29][Si:30]([CH3:32])([CH3:33])[CH3:31])=[C:25]2[C:21](=[C:20]([CH3:35])[C:19]=1[O:36][CH3:37])[CH2:22][O:23][C:24]2=[O:34])(=[O:10])[O:6][CH:7]([CH3:9])[CH3:8])([CH3:3])[CH3:2]. The yield is 0.350.